From a dataset of Full USPTO retrosynthesis dataset with 1.9M reactions from patents (1976-2016). Predict the reactants needed to synthesize the given product. (1) Given the product [NH2:21][CH:8]([C:5]1[CH:4]=[CH:3][C:2]([F:1])=[CH:7][CH:6]=1)[CH:9]([C:10]1[CH:15]=[CH:14][CH:13]=[C:12]([C:16]([F:17])([F:18])[F:19])[CH:11]=1)[OH:20], predict the reactants needed to synthesize it. The reactants are: [F:1][C:2]1[CH:7]=[CH:6][C:5]([CH:8]([NH:21]C(=O)OC(C)(C)C)[CH:9]([OH:20])[C:10]2[CH:15]=[CH:14][CH:13]=[C:12]([C:16]([F:19])([F:18])[F:17])[CH:11]=2)=[CH:4][CH:3]=1.FC(F)(F)C(O)=O.C(=O)([O-])O.[Na+]. (2) The reactants are: O1[C:5]2([CH2:10][CH2:9][N:8]([CH2:11][C:12]3[CH:13]=[CH:14][N:15]4[C:20]=3[C:19]([NH:21][C:22]3[CH:23]=[C:24]5[C:28](=[CH:29][CH:30]=3)[N:27]([CH2:31][C:32]3[CH:37]=[CH:36][CH:35]=[C:34]([F:38])[CH:33]=3)[N:26]=[CH:25]5)=[N:18][CH:17]=[N:16]4)[CH2:7][CH2:6]2)[O:4]CC1. Given the product [F:38][C:34]1[CH:33]=[C:32]([CH:37]=[CH:36][CH:35]=1)[CH2:31][N:27]1[C:28]2[C:24](=[CH:23][C:22]([NH:21][C:19]3[C:20]4=[C:12]([CH2:11][N:8]5[CH2:7][CH2:6][C:5](=[O:4])[CH2:10][CH2:9]5)[CH:13]=[CH:14][N:15]4[N:16]=[CH:17][N:18]=3)=[CH:30][CH:29]=2)[CH:25]=[N:26]1, predict the reactants needed to synthesize it.